The task is: Predict the product of the given reaction.. This data is from Forward reaction prediction with 1.9M reactions from USPTO patents (1976-2016). (1) Given the reactants [CH3:1][C:2]([N:4]([CH3:6])[CH3:5])=O.[CH3:1][C:2]([N:4]([CH3:6])[CH3:5])=O.[CH2:13]([C:15]1[C:35]([C:36]([NH2:38])=[O:37])=[C:18]2[NH:19][C:20]([C:24]3[CH:25]=[C:26]4[C:30](=[CH:31][CH:32]=3)[N:29]([CH2:33][CH3:34])[N:28]=[CH:27]4)=[CH:21][C:22](=[O:23])[N:17]2[N:16]=1)[CH3:14], predict the reaction product. The product is: [CH3:5][N:4]([CH3:6])[C:2](=[N:38][C:36]([C:35]1[C:15]([CH2:13][CH3:14])=[N:16][N:17]2[C:22](=[O:23])[CH:21]=[C:20]([C:24]3[CH:25]=[C:26]4[C:30](=[CH:31][CH:32]=3)[N:29]([CH2:33][CH3:34])[N:28]=[CH:27]4)[NH:19][C:18]=12)=[O:37])[CH3:1]. (2) Given the reactants [OH:1][C:2]1[CH:7]=[CH:6][C:5]([C:8]2[N:13]=[C:12]([C:14]#[N:15])[C:11]3[N:16]=[N:17][N:18]([CH3:19])[C:10]=3[CH:9]=2)=[CH:4][C:3]=1[C:20]([F:23])([F:22])[F:21].[N:24]1[CH:29]=[CH:28][CH:27]=[CH:26][C:25]=1[N:30]1[CH2:35][CH2:34][CH:33](O)[CH2:32][CH2:31]1.C1(P(C2C=CC=CC=2)C2C=CC=CC=2)C=CC=CC=1.CC(OC(/N=N/C(OC(C)C)=O)=O)C, predict the reaction product. The product is: [CH3:19][N:18]1[C:10]2[CH:9]=[C:8]([C:5]3[CH:6]=[CH:7][C:2]([O:1][CH:33]4[CH2:32][CH2:31][N:30]([C:25]5[CH:26]=[CH:27][CH:28]=[CH:29][N:24]=5)[CH2:35][CH2:34]4)=[C:3]([C:20]([F:23])([F:22])[F:21])[CH:4]=3)[N:13]=[C:12]([C:14]#[N:15])[C:11]=2[N:16]=[N:17]1. (3) The product is: [Br:17][C:10]1[C:9]([C:11]2[CH:16]=[CH:15][CH:14]=[CH:13][CH:12]=2)=[N:8][N:7]2[C:2]([Cl:1])=[CH:3][CH:4]=[N:5][C:6]=12. Given the reactants [Cl:1][C:2]1[N:7]2[N:8]=[C:9]([C:11]3[CH:16]=[CH:15][CH:14]=[CH:13][CH:12]=3)[CH:10]=[C:6]2[N:5]=[CH:4][CH:3]=1.[Br:17]N1C(=O)CCC1=O, predict the reaction product.